From a dataset of Forward reaction prediction with 1.9M reactions from USPTO patents (1976-2016). Predict the product of the given reaction. (1) Given the reactants [NH2:1][CH2:2][CH2:3][N:4]1[C:12]2[C:11]([CH3:13])=[C:10]([CH3:14])[N:9]=[C:8]([NH2:15])[C:7]=2[N:6]=[C:5]1[CH2:16][O:17][CH2:18][CH3:19].C(N(CC)CC)C.[C:27]([Cl:35])(=[O:34])[C:28]1[CH:33]=[CH:32][CH:31]=[CH:30][CH:29]=1, predict the reaction product. The product is: [ClH:35].[NH2:15][C:8]1[C:7]2[N:6]=[C:5]([CH2:16][O:17][CH2:18][CH3:19])[N:4]([CH2:3][CH2:2][NH:1][C:27](=[O:34])[C:28]3[CH:33]=[CH:32][CH:31]=[CH:30][CH:29]=3)[C:12]=2[C:11]([CH3:13])=[C:10]([CH3:14])[N:9]=1. (2) Given the reactants [NH2:1][C:2]1[N:6]=[C:5]([C:7]([O:9][CH2:10][CH3:11])=[O:8])[NH:4][N:3]=1.[C:12]([C:14]1[CH:29]=[CH:28][C:17]([CH:18]=[C:19]([C:25](=O)[CH3:26])[C:20]([O:22][CH2:23][CH3:24])=[O:21])=[CH:16][CH:15]=1)#[N:13].C(=O)(O)[O-].[Na+], predict the reaction product. The product is: [C:12]([C:14]1[CH:29]=[CH:28][C:17]([CH:18]2[N:3]3[N:4]=[C:5]([C:7]([O:9][CH2:10][CH3:11])=[O:8])[N:6]=[C:2]3[NH:1][C:25]([CH3:26])=[C:19]2[C:20]([O:22][CH2:23][CH3:24])=[O:21])=[CH:16][CH:15]=1)#[N:13]. (3) Given the reactants [F:1][CH:2]([F:20])[O:3][C:4]1[C:9]2[O:10][C:11]3[CH:16]=[CH:15][N:14]=[CH:13][C:12]=3[C:8]=2[C:7]([C:17]([OH:19])=[O:18])=[CH:6][CH:5]=1.[CH:21]1[C:26]([N+:27]([O-:29])=[O:28])=[CH:25][CH:24]=[C:23](O)[CH:22]=1.CCN=C=NCCCN(C)C.Cl.CC1(C)C=CN=C(N)C1, predict the reaction product. The product is: [F:20][CH:2]([F:1])[O:3][C:4]1[C:9]2[O:10][C:11]3[CH:16]=[CH:15][N:14]=[CH:13][C:12]=3[C:8]=2[C:7]([C:17]([O:19][C:23]2[CH:22]=[CH:21][C:26]([N+:27]([O-:29])=[O:28])=[CH:25][CH:24]=2)=[O:18])=[CH:6][CH:5]=1. (4) Given the reactants [NH2:1][CH2:2][CH2:3][CH2:4][N:5]1[C:17]2[C:16]3[CH:15]=[CH:14][CH:13]=[CH:12][C:11]=3[N:10]=[C:9]([NH2:18])[C:8]=2[N:7]=[C:6]1[CH2:19][CH2:20][O:21][CH3:22].[CH:23]([C:25]1[CH:36]=[CH:35][C:28]([O:29][CH2:30][C:31]([O:33][CH3:34])=[O:32])=[CH:27][CH:26]=1)=O, predict the reaction product. The product is: [NH2:18][C:9]1[C:8]2[N:7]=[C:6]([CH2:19][CH2:20][O:21][CH3:22])[N:5]([CH2:4][CH2:3][CH2:2][NH:1][CH2:23][C:25]3[CH:36]=[CH:35][C:28]([O:29][CH2:30][C:31]([O:33][CH3:34])=[O:32])=[CH:27][CH:26]=3)[C:17]=2[C:16]2[CH:15]=[CH:14][CH:13]=[CH:12][C:11]=2[N:10]=1. (5) Given the reactants [C:1]1([C:19]2[CH:24]=[CH:23][CH:22]=[CH:21][CH:20]=2)[CH:6]=[CH:5][CH:4]=[CH:3][C:2]=1[CH2:7][N:8]1[C:16]2[CH:15]=[CH:14][N:13]=[C:12]([OH:17])[C:11]=2[CH:10]=[C:9]1[CH3:18].[N+](=[CH:27][C:28]([O:30][CH2:31][CH3:32])=[O:29])=[N-], predict the reaction product. The product is: [CH2:31]([O:30][C:28](=[O:29])[CH2:27][O:17][C:12]1[C:11]2[CH:10]=[C:9]([CH3:18])[N:8]([CH2:7][C:2]3[CH:3]=[CH:4][CH:5]=[CH:6][C:1]=3[C:19]3[CH:24]=[CH:23][CH:22]=[CH:21][CH:20]=3)[C:16]=2[CH:15]=[CH:14][N:13]=1)[CH3:32]. (6) Given the reactants [CH3:1][O:2][C:3]1[CH:4]=[C:5]([S:12][CH2:13][CH2:14][N:15]2[CH2:20][CH2:19][O:18][CH2:17][CH2:16]2)[CH:6]=[C:7]([N+:9]([O-])=O)[CH:8]=1.O.[Cl-].[NH4+], predict the reaction product. The product is: [CH3:1][O:2][C:3]1[CH:8]=[C:7]([CH:6]=[C:5]([S:12][CH2:13][CH2:14][N:15]2[CH2:20][CH2:19][O:18][CH2:17][CH2:16]2)[CH:4]=1)[NH2:9].